Task: Predict the reactants needed to synthesize the given product.. Dataset: Full USPTO retrosynthesis dataset with 1.9M reactions from patents (1976-2016) Given the product [N:1]1[CH:6]=[CH:5][CH:4]=[CH:3][C:2]=1[C:7]1[O:8][C:9]2[CH2:14][CH2:13][N:12]([CH2:17][C:18]3[CH:19]=[C:20]([CH:23]=[CH:24][CH:25]=3)[C:21]#[N:22])[CH2:11][C:10]=2[N:15]=1, predict the reactants needed to synthesize it. The reactants are: [N:1]1[CH:6]=[CH:5][CH:4]=[CH:3][C:2]=1[C:7]1[O:8][C:9]2[CH2:14][CH2:13][NH:12][CH2:11][C:10]=2[N:15]=1.Br[CH2:17][C:18]1[CH:19]=[C:20]([CH:23]=[CH:24][CH:25]=1)[C:21]#[N:22].C([O-])([O-])=O.[Na+].[Na+].